From a dataset of NCI-60 drug combinations with 297,098 pairs across 59 cell lines. Regression. Given two drug SMILES strings and cell line genomic features, predict the synergy score measuring deviation from expected non-interaction effect. Cell line: A549. Drug 1: CC1CCC2CC(C(=CC=CC=CC(CC(C(=O)C(C(C(=CC(C(=O)CC(OC(=O)C3CCCCN3C(=O)C(=O)C1(O2)O)C(C)CC4CCC(C(C4)OC)OCCO)C)C)O)OC)C)C)C)OC. Synergy scores: CSS=5.49, Synergy_ZIP=1.56, Synergy_Bliss=6.00, Synergy_Loewe=6.65, Synergy_HSA=5.48. Drug 2: C(CCl)NC(=O)N(CCCl)N=O.